This data is from Reaction yield outcomes from USPTO patents with 853,638 reactions. The task is: Predict the reaction yield, written as a fraction of the theoretical maximum amount of product (1.0 means a 100% yield; for example, 0.34 means a 34% yield). (1) The reactants are C([O:5][C:6](=[O:18])[CH2:7][NH:8][C:9]([C:11]1[C:16]([OH:17])=[CH:15][CH:14]=[CH:13][N:12]=1)=[O:10])(C)(C)C.C(O)(C(F)(F)F)=O. The catalyst is C(Cl)Cl. The product is [OH:17][C:16]1[C:11]([C:9]([NH:8][CH2:7][C:6]([OH:18])=[O:5])=[O:10])=[N:12][CH:13]=[CH:14][CH:15]=1. The yield is 0.990. (2) The reactants are [CH2:1]([O:4][C:5]1[CH:14]=[CH:13][C:8]([C:9]([O:11][CH3:12])=[O:10])=[CH:7][C:6]=1I)[CH:2]=[CH2:3].C([O-])([O-])=O.[Na+].[Na+].C([O-])=O.[Na+]. The catalyst is CN(C=O)C.C([O-])(=O)C.[Pd+2].C([O-])(=O)C. The product is [CH3:3][C:2]1[C:6]2[CH:7]=[C:8]([C:9]([O:11][CH3:12])=[O:10])[CH:13]=[CH:14][C:5]=2[O:4][CH:1]=1. The yield is 0.440. (3) The reactants are [OH-:1].[Li+].C[O:4][C:5](=[O:30])[CH2:6][CH2:7][CH2:8][N:9]1[CH2:14][CH2:13][N:12]([CH2:15][CH2:16][CH2:17][CH2:18][N:19]2[C:27](=[O:28])[C:26]3[C:21](=[CH:22][CH:23]=[CH:24][CH:25]=3)[C:20]2=[O:29])[CH2:11][CH2:10]1. The catalyst is O1CCCC1. The product is [C:5]([CH2:6][CH2:7][CH2:8][N:9]1[CH2:14][CH2:13][N:12]([CH2:15][CH2:16][CH2:17][CH2:18][NH:19][C:27](=[O:28])[C:26]2[C:21](=[CH:22][CH:23]=[CH:24][CH:25]=2)[C:20]([OH:29])=[O:1])[CH2:11][CH2:10]1)([OH:4])=[O:30]. The yield is 1.00. (4) The reactants are C([O:3][C:4]([C:6]1[C:11]([CH3:12])=[N:10][CH2:9][N:8]([NH:13][CH2:14][CH2:15][CH2:16][C:17]2[CH:25]=[CH:24][CH:23]=[C:22]3[C:18]=2[CH:19]=[N:20][NH:21]3)[C:7]=1[CH3:26])=[O:5])C.[OH-].[Li+].OS([O-])(=O)=O.[K+]. The catalyst is O1CCOCC1.O. The product is [NH:21]1[C:22]2[C:18](=[C:17]([CH2:16][CH2:15][CH2:14][NH:13][N:8]3[C:7]([CH3:26])=[C:6]([C:4]([OH:5])=[O:3])[C:11]([CH3:12])=[N:10][CH2:9]3)[CH:25]=[CH:24][CH:23]=2)[CH:19]=[N:20]1. The yield is 0.990.